From a dataset of Forward reaction prediction with 1.9M reactions from USPTO patents (1976-2016). Predict the product of the given reaction. (1) Given the reactants [CH3:1][O:2][C:3]1[CH:4]=[C:5]([CH2:13][CH2:14][C:15]([OH:17])=O)[CH:6]=[CH:7][C:8]=1[O:9][CH2:10][C:11]#[CH:12].[Cl:18][C:19]1[CH:20]=[C:21]([CH:26]([NH2:28])[CH3:27])[CH:22]=[CH:23][C:24]=1[Cl:25].CCN=C=NCCCN(C)C.CN(C)C=O, predict the reaction product. The product is: [Cl:18][C:19]1[CH:20]=[C:21]([CH:26]([NH:28][C:15](=[O:17])[CH2:14][CH2:13][C:5]2[CH:6]=[CH:7][C:8]([O:9][CH2:10][C:11]#[CH:12])=[C:3]([O:2][CH3:1])[CH:4]=2)[CH3:27])[CH:22]=[CH:23][C:24]=1[Cl:25]. (2) Given the reactants [CH3:1][O:2][C:3]([C:5]1[C:6]([CH:17]([CH3:19])[CH3:18])=[N:7][C:8]2[C:13]([C:14]=1O)=[CH:12][C:11]([Cl:16])=[CH:10][CH:9]=2)=[O:4].P(Br)(Br)([Br:22])=O, predict the reaction product. The product is: [CH3:1][O:2][C:3]([C:5]1[C:6]([CH:17]([CH3:19])[CH3:18])=[N:7][C:8]2[C:13]([C:14]=1[Br:22])=[CH:12][C:11]([Cl:16])=[CH:10][CH:9]=2)=[O:4]. (3) Given the reactants Br[C:2]1[CH:10]=[C:9]2[C:5]([CH:6]=[N:7][NH:8]2)=[C:4]([NH:11][C:12]([C:14]2[N:15]=[C:16]([CH3:19])[S:17][CH:18]=2)=[O:13])[CH:3]=1.CC1(C)C(C)(C)OB([C:28]2[CH:33]=[CH:32][CH:31]=[C:30]([NH2:34])[C:29]=2[NH2:35])O1.C(=O)([O-])[O-].[Na+].[Na+].O1CCOCC1, predict the reaction product. The product is: [NH2:34][C:30]1[C:29]([NH2:35])=[CH:28][CH:33]=[CH:32][C:31]=1[C:2]1[CH:10]=[C:9]2[C:5]([CH:6]=[N:7][NH:8]2)=[C:4]([NH:11][C:12]([C:14]2[N:15]=[C:16]([CH3:19])[S:17][CH:18]=2)=[O:13])[CH:3]=1. (4) Given the reactants [Cl:1][C:2]1[CH:3]=[C:4]([CH:6]=[CH:7][C:8]=1[Cl:9])[NH2:5].Cl[C:11](Cl)(Cl)[C:12]([CH3:15])(O)[CH3:13].[OH-:18].[K+].CC(C)=[O:22], predict the reaction product. The product is: [Cl:1][C:2]1[CH:3]=[C:4]([NH:5][C:12]([CH3:15])([CH3:13])[C:11]([OH:22])=[O:18])[CH:6]=[CH:7][C:8]=1[Cl:9]. (5) Given the reactants [C:1]([C:6]1[N:7]([CH2:17][CH2:18][NH:19]C(=O)OC(C)(C)C)[C:8]2[C:13]([CH:14]=1)=[CH:12][CH:11]=[C:10]([S:15][CH3:16])[CH:9]=2)(=[O:5])[CH:2]([CH3:4])[CH3:3].C(O)(C(F)(F)F)=O, predict the reaction product. The product is: [NH2:19][CH2:18][CH2:17][N:7]1[C:8]2[C:13](=[CH:12][CH:11]=[C:10]([S:15][CH3:16])[CH:9]=2)[CH:14]=[C:6]1[C:1](=[O:5])[CH:2]([CH3:3])[CH3:4]. (6) Given the reactants [CH2:1]([O:3][C:4](=[O:28])[CH:5]([CH:11]([C:16]1[C:21]([O:22][CH3:23])=[CH:20][C:19]([O:24][CH3:25])=[CH:18][C:17]=1[O:26][CH3:27])[CH2:12][N+:13]([O-])=O)[C:6](OCC)=[O:7])[CH3:2], predict the reaction product. The product is: [CH2:1]([O:3][C:4]([CH:5]1[CH:11]([C:16]2[C:21]([O:22][CH3:23])=[CH:20][C:19]([O:24][CH3:25])=[CH:18][C:17]=2[O:26][CH3:27])[CH2:12][NH:13][C:6]1=[O:7])=[O:28])[CH3:2].